The task is: Predict the reactants needed to synthesize the given product.. This data is from Full USPTO retrosynthesis dataset with 1.9M reactions from patents (1976-2016). (1) Given the product [NH2:1][CH:4]1[CH2:10][CH2:9][N:8]([C:11]2[N:15]([CH3:16])[N:14]=[CH:13][C:12]=2[N+:17]([O-:19])=[O:18])[CH2:7][CH:6]([OH:20])[CH2:5]1, predict the reactants needed to synthesize it. The reactants are: [N:1]([CH:4]1[CH2:10][CH2:9][N:8]([C:11]2[N:15]([CH3:16])[N:14]=[CH:13][C:12]=2[N+:17]([O-:19])=[O:18])[CH2:7][CH:6]([OH:20])[CH2:5]1)=[N+]=[N-].C1(P(C2C=CC=CC=2)C2C=CC=CC=2)C=CC=CC=1. (2) Given the product [C:29]([N:1]1[CH:2]([C:7]([OH:9])=[O:8])[CH2:3][C:4](=[O:6])[NH:5][CH:10]1[CH2:11][CH2:12][CH2:13][CH2:14][CH2:15][CH2:16][CH2:17][CH2:18][CH2:19][CH2:20][CH2:21][CH2:22][CH2:23][CH2:24][CH2:25][CH2:26][CH3:27])(=[O:41])[CH2:30][CH2:31][CH2:32][CH2:33][CH2:34][CH2:35][CH2:36][CH2:37][CH2:38][CH2:39][CH3:40], predict the reactants needed to synthesize it. The reactants are: [NH2:1][C@H:2]([C:7]([OH:9])=[O:8])[CH2:3][C:4](=[O:6])[NH2:5].[CH:10](=O)[CH2:11][CH2:12][CH2:13][CH2:14][CH2:15][CH2:16][CH2:17][CH2:18][CH2:19][CH2:20][CH2:21][CH2:22][CH2:23][CH2:24][CH2:25][CH2:26][CH3:27].[C:29](Cl)(=[O:41])[CH2:30][CH2:31][CH2:32][CH2:33][CH2:34][CH2:35][CH2:36][CH2:37][CH2:38][CH2:39][CH3:40]. (3) The reactants are: C([O:8][C:9]1[C:10](=[O:21])[CH:11]=[C:12]([CH:18]([F:20])[F:19])[N:13]([CH:15]2[CH2:17][CH2:16]2)[CH:14]=1)C1C=CC=CC=1.[H][H]. Given the product [CH:15]1([N:13]2[CH:14]=[C:9]([OH:8])[C:10](=[O:21])[CH:11]=[C:12]2[CH:18]([F:20])[F:19])[CH2:16][CH2:17]1, predict the reactants needed to synthesize it. (4) The reactants are: [NH2:1][C:2]1[CH:10]=[C:9]([C:11]([CH3:14])([CH3:13])[CH3:12])[CH:8]=[CH:7][C:3]=1[C:4](O)=[O:5].[O:15]([C:17]#[N:18])[K].[OH-].[Na+].Cl. Given the product [C:11]([C:9]1[CH:10]=[C:2]2[C:3]([C:4]([OH:5])=[N:18][C:17]([OH:15])=[N:1]2)=[CH:7][CH:8]=1)([CH3:14])([CH3:13])[CH3:12], predict the reactants needed to synthesize it. (5) Given the product [C:1]([O:5][C:6](=[O:40])[CH2:7][N:8]1[C:14]2[CH:15]=[CH:16][CH:17]=[CH:18][C:13]=2[CH2:12][CH2:11][C@H:10]([NH:19][C:20]([C:22]2([CH2:27][CH:45]([CH2:44][C:43]([NH:8][CH:14]([CH3:15])[CH3:13])=[O:79])[C:46]([O:48][CH2:49][CH3:54])=[O:47])[CH2:23][CH2:24][CH2:25][CH2:26]2)=[O:21])[C:9]1=[O:39])([CH3:4])([CH3:3])[CH3:2], predict the reactants needed to synthesize it. The reactants are: [C:1]([O:5][C:6](=[O:40])[CH2:7][N:8]1[C:14]2[CH:15]=[CH:16][CH:17]=[CH:18][C:13]=2[CH2:12][CH2:11][C@H:10]([NH:19][C:20]([C:22]2([CH2:27]CC(C(OCC)=O)CC(O)=O)[CH2:26][CH2:25][CH2:24][CH2:23]2)=[O:21])[C:9]1=[O:39])([CH3:4])([CH3:3])[CH3:2].C[C@@H]1[O:47][C@@H:46]([O:48][C@@H:49]2[C:54]3=C(O)C4C(=O)C5C(=CC=CC=5OC)C(=O)C=4C(O)=C3C[C@@](O)(C(CO)=O)C2)[CH2:45][C@H:44](N)[C@@H:43]1[OH:79].Cl. (6) The reactants are: [F:1][C:2]1[CH:7]=[CH:6][C:5]([C:8]2[C:12]([C:13]3[N:14]=[CH:15][N:16]([C:18]4[N:23]=[CH:22][C:21]([C:24](=[O:26])[CH3:25])=[CH:20][CH:19]=4)[CH:17]=3)=[C:11]([C:27]([F:30])([F:29])[F:28])[O:10][N:9]=2)=[CH:4][CH:3]=1.[CH3:31][Mg]Br. Given the product [F:1][C:2]1[CH:3]=[CH:4][C:5]([C:8]2[C:12]([C:13]3[N:14]=[CH:15][N:16]([C:18]4[N:23]=[CH:22][C:21]([C:24]([OH:26])([CH3:31])[CH3:25])=[CH:20][CH:19]=4)[CH:17]=3)=[C:11]([C:27]([F:28])([F:30])[F:29])[O:10][N:9]=2)=[CH:6][CH:7]=1, predict the reactants needed to synthesize it. (7) Given the product [CH3:36][C:35]1[CH:34]=[CH:33][O:32][C:31]=1[C:29]([NH:28][C:23]1[CH:24]=[CH:25][CH:26]=[CH:27][C:22]=1[C:20]#[C:21][C:2]1[CH:3]=[N:4][CH:5]=[C:6]([CH:19]=1)[C:7]([N:9]=[S@@:10]([CH3:18])(=[O:17])[C:11]1[CH:16]=[CH:15][CH:14]=[CH:13][CH:12]=1)=[O:8])=[O:30], predict the reactants needed to synthesize it. The reactants are: Br[C:2]1[CH:3]=[N:4][CH:5]=[C:6]([CH:19]=1)[C:7]([N:9]=[S@@:10]([CH3:18])(=[O:17])[C:11]1[CH:16]=[CH:15][CH:14]=[CH:13][CH:12]=1)=[O:8].[C:20]([C:22]1[CH:27]=[CH:26][CH:25]=[CH:24][C:23]=1[NH:28][C:29]([C:31]1[O:32][CH:33]=[CH:34][C:35]=1[CH3:36])=[O:30])#[CH:21].